Dataset: Reaction yield outcomes from USPTO patents with 853,638 reactions. Task: Predict the reaction yield, written as a fraction of the theoretical maximum amount of product (1.0 means a 100% yield; for example, 0.34 means a 34% yield). (1) The reactants are [F:1][C:2]1[CH:7]=[C:6]([CH3:8])[CH:5]=[C:4]([O:9]C)[CH:3]=1.B(Br)(Br)Br.O. The product is [F:1][C:2]1[CH:3]=[C:4]([OH:9])[CH:5]=[C:6]([CH3:8])[CH:7]=1. The catalyst is C(Cl)Cl. The yield is 0.990. (2) The reactants are [CH3:1][O:2][C:3](=[O:19])[NH:4][C:5]1([C:10]2[CH:15]=[CH:14][C:13]([N+:16]([O-])=O)=[CH:12][CH:11]=2)[CH2:9][CH2:8][CH2:7][CH2:6]1. The catalyst is CO.[Pd]. The product is [CH3:1][O:2][C:3](=[O:19])[NH:4][C:5]1([C:10]2[CH:11]=[CH:12][C:13]([NH2:16])=[CH:14][CH:15]=2)[CH2:6][CH2:7][CH2:8][CH2:9]1. The yield is 1.00. (3) The reactants are I[C:2]1[CH:7]=[CH:6][CH:5]=[CH:4][C:3]=1[O:8][CH3:9].[NH:10]1[CH2:15][CH2:14][O:13][CH2:12][CH2:11]1.CC1(C)C2C(=C(P(C3C=CC=CC=3)C3C=CC=CC=3)C=CC=2)OC2C(P(C3C=CC=CC=3)C3C=CC=CC=3)=CC=CC1=2.C(O[Na])(C)(C)C. The catalyst is O1CCOCC1.C1C=CC(/C=C/C(/C=C/C2C=CC=CC=2)=O)=CC=1.C1C=CC(/C=C/C(/C=C/C2C=CC=CC=2)=O)=CC=1.C1C=CC(/C=C/C(/C=C/C2C=CC=CC=2)=O)=CC=1.[Pd].[Pd]. The product is [CH3:9][O:8][C:3]1[CH:4]=[CH:5][CH:6]=[CH:7][C:2]=1[N:10]1[CH2:15][CH2:14][O:13][CH2:12][CH2:11]1. The yield is 0.700.